Dataset: Forward reaction prediction with 1.9M reactions from USPTO patents (1976-2016). Task: Predict the product of the given reaction. (1) Given the reactants [C:1]([OH:18])(=[O:17])[C:2]1[C:3](=[CH:7][C:8](=[C:12]([CH:16]=1)[C:13]([OH:15])=[O:14])[C:9]([OH:11])=[O:10])[C:4]([OH:6])=[O:5], predict the reaction product. The product is: [CH:8]1([C:9]([OH:11])=[O:10])[CH2:7][CH:3]([C:4]([OH:6])=[O:5])[CH:2]([C:1]([OH:18])=[O:17])[CH2:16][CH:12]1[C:13]([OH:15])=[O:14]. (2) The product is: [CH:14]([NH:13][C:12]1[C:7]2[N:8]([C:34](=[O:35])[NH:5][N:6]=2)[CH:9]=[C:10]([C:17]2[CH:18]=[C:19]([CH:31]=[CH:32][CH:33]=2)[C:20]([NH:22][CH2:23][CH2:24][C:25]2[CH:30]=[CH:29][CH:28]=[CH:27][CH:26]=2)=[O:21])[N:11]=1)([CH3:16])[CH3:15]. Given the reactants C([N:5]1[C:34](=[O:35])[N:8]2[CH:9]=[C:10]([C:17]3[CH:18]=[C:19]([CH:31]=[CH:32][CH:33]=3)[C:20]([NH:22][CH2:23][CH2:24][C:25]3[CH:30]=[CH:29][CH:28]=[CH:27][CH:26]=3)=[O:21])[N:11]=[C:12]([NH:13][CH:14]([CH3:16])[CH3:15])[C:7]2=[N:6]1)(C)(C)C.B(Br)(Br)Br, predict the reaction product. (3) Given the reactants Br[CH2:2][C:3]([CH:5]1[CH2:10][CH2:9][N:8](C(OC(C)(C)C)=O)[CH2:7][CH2:6]1)=O.[C:18]([NH2:21])(=[O:20])[CH3:19], predict the reaction product. The product is: [CH3:19][C:18]1[O:20][CH:2]=[C:3]([CH:5]2[CH2:6][CH2:7][NH:8][CH2:9][CH2:10]2)[N:21]=1. (4) Given the reactants [Cl:1][C:2]1[CH:7]=[CH:6][C:5]([C:8]([C:28]2[N:32]([CH3:33])[CH:31]=[N:30][CH:29]=2)([C:10]2[CH:11]=[C:12]3[C:17](=[CH:18][CH:19]=2)[N:16]=[C:15]([O:20]C)[CH:14]=[C:13]3[C:22]2[CH:23]=[N:24][CH:25]=[CH:26][CH:27]=2)[OH:9])=[CH:4][CH:3]=1.[NH4+].[OH-], predict the reaction product. The product is: [Cl:1][C:2]1[CH:7]=[CH:6][C:5]([C:8]([OH:9])([C:28]2[N:32]([CH3:33])[CH:31]=[N:30][CH:29]=2)[C:10]2[CH:11]=[C:12]3[C:17](=[CH:18][CH:19]=2)[NH:16][C:15](=[O:20])[CH:14]=[C:13]3[C:22]2[CH:23]=[N:24][CH:25]=[CH:26][CH:27]=2)=[CH:4][CH:3]=1. (5) Given the reactants [CH:1]([NH:4][C:5](=[O:32])[NH:6][C:7]1[N:12]=[CH:11][C:10]([C:13]2[CH:14]=[N:15][CH:16]=[C:17]([C:19]([O:21][CH3:22])=O)[CH:18]=2)=[C:9]([C:23]2[S:24][CH:25]=[C:26]([C:28]([F:31])([F:30])[F:29])[N:27]=2)[CH:8]=1)([CH3:3])[CH3:2].C(O)C.[OH2:36].[NH2:37][NH2:38].C(N1C=CN=C1)(N1C=CN=C1)=O, predict the reaction product. The product is: [CH:1]([NH:4][C:5]([NH:6][C:7]1[N:12]=[CH:11][C:10]([C:13]2[CH:14]=[N:15][CH:16]=[C:17]([C:19]3[O:21][C:22](=[O:36])[NH:37][N:38]=3)[CH:18]=2)=[C:9]([C:23]2[S:24][CH:25]=[C:26]([C:28]([F:31])([F:30])[F:29])[N:27]=2)[CH:8]=1)=[O:32])([CH3:2])[CH3:3].